From a dataset of Peptide-MHC class II binding affinity with 134,281 pairs from IEDB. Regression. Given a peptide amino acid sequence and an MHC pseudo amino acid sequence, predict their binding affinity value. This is MHC class II binding data. The peptide sequence is PPPPQLGASPYKLGP. The MHC is HLA-DQA10301-DQB10302 with pseudo-sequence HLA-DQA10301-DQB10302. The binding affinity (normalized) is 0.138.